The task is: Regression. Given a peptide amino acid sequence and an MHC pseudo amino acid sequence, predict their binding affinity value. This is MHC class I binding data.. This data is from Peptide-MHC class I binding affinity with 185,985 pairs from IEDB/IMGT. (1) The peptide sequence is FIKDRATAV. The MHC is HLA-A02:01 with pseudo-sequence HLA-A02:01. The binding affinity (normalized) is 0.0847. (2) The peptide sequence is FITDNVHTW. The MHC is HLA-B58:01 with pseudo-sequence HLA-B58:01. The binding affinity (normalized) is 0.735. (3) The peptide sequence is YCNYTRFWY. The MHC is HLA-A32:01 with pseudo-sequence HLA-A32:01. The binding affinity (normalized) is 0.109. (4) The binding affinity (normalized) is 0.0847. The MHC is HLA-B39:01 with pseudo-sequence HLA-B39:01. The peptide sequence is RSLVCLAPK.